This data is from Reaction yield outcomes from USPTO patents with 853,638 reactions. The task is: Predict the reaction yield, written as a fraction of the theoretical maximum amount of product (1.0 means a 100% yield; for example, 0.34 means a 34% yield). The reactants are [S:1]1[C:5]2[CH:6]=[C:7]([O:10][NH:11][C:12](=[O:20])OC3C=CC=CC=3)[CH:8]=[CH:9][C:4]=2[N:3]=[CH:2]1.[N:21]1[CH:26]=[CH:25][CH:24]=[CH:23][C:22]=1[C:27]([NH2:30])([CH3:29])[CH3:28].C(N(CC)CC)C. The catalyst is O1CCCC1. The product is [S:1]1[C:5]2[CH:6]=[C:7]([O:10][NH:11][C:12]([NH:30][C:27]([C:22]3[CH:23]=[CH:24][CH:25]=[CH:26][N:21]=3)([CH3:29])[CH3:28])=[O:20])[CH:8]=[CH:9][C:4]=2[N:3]=[CH:2]1. The yield is 0.870.